Dataset: NCI-60 drug combinations with 297,098 pairs across 59 cell lines. Task: Regression. Given two drug SMILES strings and cell line genomic features, predict the synergy score measuring deviation from expected non-interaction effect. (1) Drug 1: CC(CN1CC(=O)NC(=O)C1)N2CC(=O)NC(=O)C2. Drug 2: CC1=C2C(C(=O)C3(C(CC4C(C3C(C(C2(C)C)(CC1OC(=O)C(C(C5=CC=CC=C5)NC(=O)C6=CC=CC=C6)O)O)OC(=O)C7=CC=CC=C7)(CO4)OC(=O)C)O)C)OC(=O)C. Cell line: LOX IMVI. Synergy scores: CSS=34.9, Synergy_ZIP=-13.0, Synergy_Bliss=-12.7, Synergy_Loewe=-9.67, Synergy_HSA=-6.84. (2) Drug 2: C1=C(C(=O)NC(=O)N1)F. Drug 1: C1CC(=O)NC(=O)C1N2CC3=C(C2=O)C=CC=C3N. Synergy scores: CSS=42.8, Synergy_ZIP=6.72, Synergy_Bliss=7.76, Synergy_Loewe=1.52, Synergy_HSA=7.20. Cell line: HS 578T.